This data is from Catalyst prediction with 721,799 reactions and 888 catalyst types from USPTO. The task is: Predict which catalyst facilitates the given reaction. (1) Product: [CH3:10][O:9][C:7]1[CH:8]=[C:3]([O:2][CH3:1])[N:4]=[C:5]([N:11]2[C:20](=[O:21])[C:19]3[C:14](=[CH:15][C:16]([C:22]([NH:66][CH:63]4[CH2:64][CH2:65][N:60]([CH3:59])[CH2:61][CH2:62]4)=[O:23])=[CH:17][CH:18]=3)[NH:13][C:12]2=[S:25])[N:6]=1. Reactant: [CH3:1][O:2][C:3]1[CH:8]=[C:7]([O:9][CH3:10])[N:6]=[C:5]([N:11]2[C:20](=[O:21])[C:19]3[C:14](=[CH:15][C:16]([C:22](O)=[O:23])=[CH:17][CH:18]=3)[NH:13][C:12]2=[S:25])[N:4]=1.CN(C(ON1N=NC2C=CC=NC1=2)=[N+](C)C)C.F[P-](F)(F)(F)(F)F.CCN(C(C)C)C(C)C.[CH3:59][N:60]1[CH2:65][CH2:64][CH:63]([NH2:66])[CH2:62][CH2:61]1. The catalyst class is: 3. (2) Reactant: [H-].[H-].[H-].[H-].[Li+].[Al+3].[NH2:7][CH2:8][C:9]([N:11]1[CH:15]2[CH2:16][CH2:17][CH:12]1[CH2:13][CH2:14]2)=O. Product: [CH:12]12[N:11]([CH2:9][CH2:8][NH2:7])[CH:15]([CH2:16][CH2:17]1)[CH2:14][CH2:13]2. The catalyst class is: 1. (3) Reactant: [OH:1][C@H:2]1[CH2:7][N:6]([C:8]([O:10][C:11]([CH3:14])([CH3:13])[CH3:12])=[O:9])[C@H:5]([CH3:15])[CH2:4][CH2:3]1.[H-].[Na+].F[C:19]1[CH:24]=[C:23]([C:25]([F:28])([F:27])[F:26])[CH:22]=[CH:21][N:20]=1. Product: [CH3:15][C@@H:5]1[CH2:4][CH2:3][C@@H:2]([O:1][C:19]2[CH:24]=[C:23]([C:25]([F:28])([F:27])[F:26])[CH:22]=[CH:21][N:20]=2)[CH2:7][N:6]1[C:8]([O:10][C:11]([CH3:14])([CH3:13])[CH3:12])=[O:9]. The catalyst class is: 3. (4) Reactant: [CH:1]1([C:4]2[C:12]3[C:7](=[CH:8][CH:9]=[CH:10][C:11]=3[N+:13]([O-])=O)[N:6]([CH2:16][C:17]3[CH:21]=[CH:20][N:19]([CH2:22][CH3:23])[N:18]=3)[N:5]=2)[CH2:3][CH2:2]1.[NH4+].[Cl-]. Product: [CH:1]1([C:4]2[C:12]3[C:11]([NH2:13])=[CH:10][CH:9]=[CH:8][C:7]=3[N:6]([CH2:16][C:17]3[CH:21]=[CH:20][N:19]([CH2:22][CH3:23])[N:18]=3)[N:5]=2)[CH2:2][CH2:3]1. The catalyst class is: 314. (5) Reactant: [NH2:1][C:2]1[C:15]2[C:6](=[CH:7][C:8]3[C:9]4[C:14]=2[C:13](=[O:16])[N:12]([CH2:17][CH2:18][N:19]([CH3:21])[CH3:20])[C:11](=[O:22])[C:10]=4[CH:23]=[CH:24][CH:25]=3)[CH:5]=[CH:4][CH:3]=1.C(Cl)Cl.[CH3:29][OH:30]. Product: [CH3:21][N:19]([CH3:20])[CH2:18][CH2:17][N:12]1[C:11](=[O:22])[C:10]2[CH:23]=[CH:24][CH:25]=[C:8]3[C:9]=2[C:14](=[C:15]2[C:2]([NH:1][C:13](=[O:16])[CH2:14][C:29](=[O:30])[CH2:24][CH2:25][CH2:8][CH2:7][CH2:6][CH2:15][CH2:2][CH2:3][CH3:4])=[CH:3][CH:4]=[CH:5][C:6]2=[CH:7]3)[C:13]1=[O:16]. The catalyst class is: 11.